Predict which catalyst facilitates the given reaction. From a dataset of Catalyst prediction with 721,799 reactions and 888 catalyst types from USPTO. (1) Reactant: [CH3:1][NH:2][C:3](=O)[C:4]1[CH:9]=[CH:8][C:7]([N+:10]([O-:12])=[O:11])=[C:6]([NH:13][CH2:14][CH2:15][CH2:16][CH3:17])[CH:5]=1.B.C1COCC1.Cl. The catalyst class is: 1. Product: [CH2:14]([NH:13][C:6]1[CH:5]=[C:4]([CH2:3][NH:2][CH3:1])[CH:9]=[CH:8][C:7]=1[N+:10]([O-:12])=[O:11])[CH2:15][CH2:16][CH3:17]. (2) Reactant: Cl.[Cl:2][C:3]1[CH:8]=[CH:7][C:6]([C:9]2([NH2:15])[CH2:14][CH2:13][NH:12][CH2:11][CH2:10]2)=[CH:5][CH:4]=1.Cl[C:17]1[C:18]2[CH:25]=[CH:24][NH:23][C:19]=2[N:20]=[CH:21][N:22]=1.C(N(CC)CC)C. Product: [Cl:2][C:3]1[CH:8]=[CH:7][C:6]([C:9]2([NH2:15])[CH2:10][CH2:11][N:12]([C:17]3[C:18]4[CH:25]=[CH:24][NH:23][C:19]=4[N:20]=[CH:21][N:22]=3)[CH2:13][CH2:14]2)=[CH:5][CH:4]=1. The catalyst class is: 51.